Dataset: Catalyst prediction with 721,799 reactions and 888 catalyst types from USPTO. Task: Predict which catalyst facilitates the given reaction. (1) Reactant: C([O:3][C:4](=[O:22])[CH2:5][C:6]1[CH:11]=[CH:10][C:9]([S:12](=[O:21])(=[O:20])[NH:13][C:14]2[CH:19]=[CH:18][CH:17]=[CH:16][N:15]=2)=[CH:8][CH:7]=1)C.[OH-].[K+]. Product: [N:15]1[CH:16]=[CH:17][CH:18]=[CH:19][C:14]=1[NH:13][S:12]([C:9]1[CH:10]=[CH:11][C:6]([CH2:5][C:4]([OH:22])=[O:3])=[CH:7][CH:8]=1)(=[O:20])=[O:21]. The catalyst class is: 8. (2) Reactant: [Cl:1][C:2]1[C:11]2[C:6](=[CH:7][C:8]([O:19][CH3:20])=[C:9]([C:12]([O:14][C:15](C)(C)C)=[O:13])[CH:10]=2)[N:5]=[CH:4][CH:3]=1.C(N(CC)C(C)C)(C)C.[F:30][C:31]1[CH:32]=[C:33]([CH:51]=[CH:52][C:53]=1[N+:54]([O-:56])=[O:55])[O:34]C1C2C(=CC(OC)=C(C(OC)=O)C=2)N=CC=1. Product: [Cl:1][C:2]1[C:11]2[C:6](=[CH:7][C:8]([O:19][CH3:20])=[C:9]([C:12]([O:14][CH3:15])=[O:13])[CH:10]=2)[N:5]=[CH:4][CH:3]=1.[F:30][C:31]1[CH:32]=[C:33]([OH:34])[CH:51]=[CH:52][C:53]=1[N+:54]([O-:56])=[O:55]. The catalyst class is: 60. (3) Reactant: [C:1]([C:5]1[N:10]=[C:9]([CH:11]2[CH2:14][CH2:13][CH2:12]2)[CH:8]=[C:7]([N:15]2[CH2:20][CH2:19][NH:18][CH2:17][CH2:16]2)[N:6]=1)([CH3:4])([CH3:3])[CH3:2].C(N(CC)CC)C.[I-].[Na+].[C:30]([O:33][CH2:34][C@H:35]([CH3:38])[CH2:36]Br)(=[O:32])[CH3:31]. Product: [C:1]([C:5]1[N:6]=[C:7]([N:15]2[CH2:20][CH2:19][N:18]([CH2:36][C@@H:35]([CH3:38])[CH2:34][O:33][C:30](=[O:32])[CH3:31])[CH2:17][CH2:16]2)[CH:8]=[C:9]([CH:11]2[CH2:12][CH2:13][CH2:14]2)[N:10]=1)([CH3:4])([CH3:2])[CH3:3]. The catalyst class is: 9. (4) Product: [CH3:19][CH:18]([S:15]([NH:14][CH2:13][CH2:12][C:7]1[CH:8]=[C:9]2[C:4](=[CH:5][CH:6]=1)[CH:3]=[C:2]([O:1][CH2:23][C:21]#[N:22])[CH:11]=[CH:10]2)(=[O:17])=[O:16])[CH3:20]. Reactant: [OH:1][C:2]1[CH:3]=[C:4]2[C:9](=[CH:10][CH:11]=1)[CH:8]=[C:7]([CH2:12][CH2:13][NH:14][S:15]([CH:18]([CH3:20])[CH3:19])(=[O:17])=[O:16])[CH:6]=[CH:5]2.[C:21]([CH2:23]Br)#[N:22].C(=O)([O-])[O-].[K+].[K+]. The catalyst class is: 21. (5) Reactant: [C:1]([C:5]1[CH:6]=[C:7]([CH:24]=[C:25]([C:27]([CH3:30])([CH3:29])[CH3:28])[CH:26]=1)[C:8]([O:10][N:11]=[C:12]([NH2:23])[CH2:13][C:14]1[CH:19]=[CH:18][C:17]([N+:20]([O-:22])=[O:21])=[CH:16][CH:15]=1)=O)([CH3:4])([CH3:3])[CH3:2]. Product: [C:1]([C:5]1[CH:6]=[C:7]([C:8]2[O:10][N:11]=[C:12]([CH2:13][C:14]3[CH:19]=[CH:18][C:17]([N+:20]([O-:22])=[O:21])=[CH:16][CH:15]=3)[N:23]=2)[CH:24]=[C:25]([C:27]([CH3:30])([CH3:29])[CH3:28])[CH:26]=1)([CH3:4])([CH3:3])[CH3:2]. The catalyst class is: 10.